This data is from Peptide-MHC class I binding affinity with 185,985 pairs from IEDB/IMGT. The task is: Regression. Given a peptide amino acid sequence and an MHC pseudo amino acid sequence, predict their binding affinity value. This is MHC class I binding data. (1) The peptide sequence is HQIWLALRY. The MHC is HLA-A02:19 with pseudo-sequence HLA-A02:19. The binding affinity (normalized) is 0.0847. (2) The peptide sequence is ALAVLSKCY. The MHC is HLA-B40:01 with pseudo-sequence HLA-B40:01. The binding affinity (normalized) is 0.213. (3) The peptide sequence is YLGMFNPYSL. The MHC is HLA-A02:01 with pseudo-sequence HLA-A02:01. The binding affinity (normalized) is 1.00. (4) The peptide sequence is VHLLQGGKK. The MHC is HLA-A11:01 with pseudo-sequence HLA-A11:01. The binding affinity (normalized) is 0.0732. (5) The peptide sequence is KFRRVFGEY. The MHC is HLA-A23:01 with pseudo-sequence HLA-A23:01. The binding affinity (normalized) is 0.324. (6) The peptide sequence is MTHPQSEAA. The MHC is HLA-B83:01 with pseudo-sequence HLA-B83:01. The binding affinity (normalized) is 0.213. (7) The peptide sequence is TVIRFWHAM. The MHC is HLA-A80:01 with pseudo-sequence HLA-A80:01. The binding affinity (normalized) is 0.189. (8) The MHC is HLA-A29:02 with pseudo-sequence HLA-A29:02. The binding affinity (normalized) is 0.0847. The peptide sequence is YLIPSVTSL.